Dataset: Catalyst prediction with 721,799 reactions and 888 catalyst types from USPTO. Task: Predict which catalyst facilitates the given reaction. (1) Reactant: [C:1]([CH2:3]P(=O)(OCC)OCC)#[N:2].[H-].[Na+].[CH3:14][N:15]1[C:19]([NH:20][C:21]([C:34]2[CH:39]=[CH:38][CH:37]=[CH:36][CH:35]=2)([C:28]2[CH:33]=[CH:32][CH:31]=[CH:30][CH:29]=2)[C:22]2[CH:27]=[CH:26][CH:25]=[CH:24][CH:23]=2)=[C:18]([NH:40][C:41](=[O:54])[C:42](=O)[CH2:43][CH2:44][NH:45][C:46](=[O:52])[O:47][C:48]([CH3:51])([CH3:50])[CH3:49])[CH:17]=[N:16]1.O. Product: [C:1](/[CH:3]=[C:42](/[C:41]([NH:40][C:18]1[CH:17]=[N:16][N:15]([CH3:14])[C:19]=1[NH:20][C:21]([C:22]1[CH:27]=[CH:26][CH:25]=[CH:24][CH:23]=1)([C:28]1[CH:33]=[CH:32][CH:31]=[CH:30][CH:29]=1)[C:34]1[CH:39]=[CH:38][CH:37]=[CH:36][CH:35]=1)=[O:54])\[CH2:43][CH2:44][NH:45][C:46](=[O:52])[O:47][C:48]([CH3:49])([CH3:51])[CH3:50])#[N:2]. The catalyst class is: 7. (2) Reactant: [Cl:1][C:2]1[CH:7]=[CH:6][C:5]([C:8](=[O:14])[CH2:9][CH2:10][C:11]([OH:13])=[O:12])=[CH:4][C:3]=1[S:15](=[O:24])(=[O:23])[NH:16][CH:17]1[CH2:22][CH2:21][CH2:20][CH2:19][CH2:18]1.[CH3:25]N(C(ON1N=NC2C=CC=CC1=2)=[N+](C)C)C.F[P-](F)(F)(F)(F)F.CCN(C(C)C)C(C)C.CO. Product: [CH3:25][O:12][C:11](=[O:13])[CH2:10][CH2:9][C:8]([C:5]1[CH:6]=[CH:7][C:2]([Cl:1])=[C:3]([S:15](=[O:24])(=[O:23])[NH:16][CH:17]2[CH2:22][CH2:21][CH2:20][CH2:19][CH2:18]2)[CH:4]=1)=[O:14]. The catalyst class is: 2.